Task: Regression. Given two drug SMILES strings and cell line genomic features, predict the synergy score measuring deviation from expected non-interaction effect.. Dataset: NCI-60 drug combinations with 297,098 pairs across 59 cell lines (1) Drug 1: CNC(=O)C1=CC=CC=C1SC2=CC3=C(C=C2)C(=NN3)C=CC4=CC=CC=N4. Drug 2: N.N.Cl[Pt+2]Cl. Cell line: M14. Synergy scores: CSS=-7.63, Synergy_ZIP=3.23, Synergy_Bliss=-1.42, Synergy_Loewe=-5.39, Synergy_HSA=-6.04. (2) Drug 2: C1=C(C(=O)NC(=O)N1)F. Drug 1: CNC(=O)C1=CC=CC=C1SC2=CC3=C(C=C2)C(=NN3)C=CC4=CC=CC=N4. Synergy scores: CSS=38.3, Synergy_ZIP=-4.83, Synergy_Bliss=-9.14, Synergy_Loewe=-8.40, Synergy_HSA=-7.94. Cell line: UACC62. (3) Drug 1: CN(C(=O)NC(C=O)C(C(C(CO)O)O)O)N=O. Drug 2: CC1=C(C(=O)C2=C(C1=O)N3CC4C(C3(C2COC(=O)N)OC)N4)N. Cell line: NCIH23. Synergy scores: CSS=36.2, Synergy_ZIP=-2.10, Synergy_Bliss=-4.77, Synergy_Loewe=-46.9, Synergy_HSA=-3.74. (4) Drug 1: C1=CN(C(=O)N=C1N)C2C(C(C(O2)CO)O)O.Cl. Drug 2: C(CCl)NC(=O)N(CCCl)N=O. Cell line: KM12. Synergy scores: CSS=18.2, Synergy_ZIP=-7.93, Synergy_Bliss=-2.41, Synergy_Loewe=-9.53, Synergy_HSA=-2.67. (5) Drug 1: C1=CC(=CC=C1CCC2=CNC3=C2C(=O)NC(=N3)N)C(=O)NC(CCC(=O)O)C(=O)O. Drug 2: CN1C(=O)N2C=NC(=C2N=N1)C(=O)N. Cell line: HCT116. Synergy scores: CSS=49.6, Synergy_ZIP=4.55, Synergy_Bliss=3.27, Synergy_Loewe=-26.1, Synergy_HSA=2.59. (6) Drug 1: C1=NC2=C(N1)C(=S)N=CN2. Drug 2: CCC1(C2=C(COC1=O)C(=O)N3CC4=CC5=C(C=CC(=C5CN(C)C)O)N=C4C3=C2)O.Cl. Cell line: SNB-19. Synergy scores: CSS=25.1, Synergy_ZIP=-1.69, Synergy_Bliss=0.527, Synergy_Loewe=-31.7, Synergy_HSA=-0.450. (7) Drug 1: C1=CC(=CC=C1CCC2=CNC3=C2C(=O)NC(=N3)N)C(=O)NC(CCC(=O)O)C(=O)O. Drug 2: CC1OCC2C(O1)C(C(C(O2)OC3C4COC(=O)C4C(C5=CC6=C(C=C35)OCO6)C7=CC(=C(C(=C7)OC)O)OC)O)O. Cell line: NCI-H322M. Synergy scores: CSS=14.2, Synergy_ZIP=-3.90, Synergy_Bliss=0.0857, Synergy_Loewe=-0.397, Synergy_HSA=1.79. (8) Drug 1: C1=CC(=CC=C1CCC2=CNC3=C2C(=O)NC(=N3)N)C(=O)NC(CCC(=O)O)C(=O)O. Drug 2: CNC(=O)C1=NC=CC(=C1)OC2=CC=C(C=C2)NC(=O)NC3=CC(=C(C=C3)Cl)C(F)(F)F. Cell line: MOLT-4. Synergy scores: CSS=83.9, Synergy_ZIP=3.78, Synergy_Bliss=0.548, Synergy_Loewe=-25.6, Synergy_HSA=1.94. (9) Drug 1: C1=CC(=CC=C1CCC2=CNC3=C2C(=O)NC(=N3)N)C(=O)NC(CCC(=O)O)C(=O)O. Drug 2: C#CCC(CC1=CN=C2C(=N1)C(=NC(=N2)N)N)C3=CC=C(C=C3)C(=O)NC(CCC(=O)O)C(=O)O. Cell line: 786-0. Synergy scores: CSS=26.4, Synergy_ZIP=-8.80, Synergy_Bliss=-14.0, Synergy_Loewe=-11.9, Synergy_HSA=-11.4. (10) Drug 1: CNC(=O)C1=NC=CC(=C1)OC2=CC=C(C=C2)NC(=O)NC3=CC(=C(C=C3)Cl)C(F)(F)F. Drug 2: CCC1(CC2CC(C3=C(CCN(C2)C1)C4=CC=CC=C4N3)(C5=C(C=C6C(=C5)C78CCN9C7C(C=CC9)(C(C(C8N6C)(C(=O)OC)O)OC(=O)C)CC)OC)C(=O)OC)O.OS(=O)(=O)O. Cell line: OVCAR-5. Synergy scores: CSS=-3.61, Synergy_ZIP=8.36, Synergy_Bliss=9.16, Synergy_Loewe=-0.893, Synergy_HSA=0.0624.